This data is from Retrosynthesis with 50K atom-mapped reactions and 10 reaction types from USPTO. The task is: Predict the reactants needed to synthesize the given product. (1) Given the product CCCCCC1CC1CC(=O)Oc1ccc(C(O)CNC(C)(C)C)cc1OC(=O)CC1CC1CCCCC, predict the reactants needed to synthesize it. The reactants are: CCCCCC1CC1CC(=O)Oc1ccc(C(=O)CNC(C)(C)C)cc1OC(=O)CC1CC1CCCCC. (2) Given the product Cc1c(-c2ccccc2)c(F)c2oc(N3CCOCC3)nc2c1C#N, predict the reactants needed to synthesize it. The reactants are: C1COCCN1.Cc1c(-c2ccccc2)c(F)c2oc(Cl)nc2c1C#N.